This data is from Full USPTO retrosynthesis dataset with 1.9M reactions from patents (1976-2016). The task is: Predict the reactants needed to synthesize the given product. (1) Given the product [Cl-:15].[CH3:17][O:4][C:3](=[O:5])[C@H:2]([C:6]1[CH:11]=[CH:10][CH:9]=[CH:8][C:7]=1[CH3:12])[NH3+:1], predict the reactants needed to synthesize it. The reactants are: [NH2:1][C@@H:2]([C:6]1[CH:11]=[CH:10][CH:9]=[CH:8][C:7]=1[CH3:12])[C:3]([OH:5])=[O:4].S(Cl)([Cl:15])=O.[CH3:17]COC(C)=O. (2) Given the product [Cl:25][C:10]1[C:11]2[C:16](=[CH:15][CH:14]=[CH:13][CH:12]=2)[N:7]([CH2:6][C:5]2[CH:21]=[CH:22][C:2]([F:1])=[CH:3][CH:4]=2)[C:8](=[O:20])[C:9]=1[C:18]#[N:19], predict the reactants needed to synthesize it. The reactants are: [F:1][C:2]1[CH:22]=[CH:21][C:5]([CH2:6][N:7]2[C:16]3[C:11](=[CH:12][CH:13]=[CH:14][CH:15]=3)[C:10](O)=[C:9]([C:18]#[N:19])[C:8]2=[O:20])=[CH:4][CH:3]=1.O=P(Cl)(Cl)[Cl:25]. (3) Given the product [Cl:1][C:2]1[C:3]([C:20]([NH2:21])=[O:23])=[C:4]2[N:9]([C:10]=1[C:11]1[CH:12]=[N:13][CH:14]=[CH:15][CH:16]=1)[CH2:8][CH2:7][C:6]([Cl:17])([Cl:18])[C:5]2=[O:19], predict the reactants needed to synthesize it. The reactants are: [Cl:1][C:2]1[C:3]([C:20]#[N:21])=[C:4]2[N:9]([C:10]=1[C:11]1[CH:12]=[N:13][CH:14]=[CH:15][CH:16]=1)[CH2:8][CH2:7][C:6]([Cl:18])([Cl:17])[C:5]2=[O:19].S(=O)(=O)(O)[OH:23].C(=O)(O)[O-].[Na+]. (4) Given the product [C:1]([N:23]1[CH2:24][CH2:25][S:21][C:22]1=[S:26])(=[O:20])[CH2:2][CH2:3][CH2:4][CH2:5][CH2:6][CH2:7][CH2:8]/[CH:9]=[CH:10]/[CH2:11][CH2:12][CH2:13][CH2:14][CH2:15][CH2:16][CH2:17][CH3:18], predict the reactants needed to synthesize it. The reactants are: [C:1]([OH:20])(=O)[CH2:2][CH2:3][CH2:4][CH2:5][CH2:6][CH2:7][CH2:8]/[CH:9]=[CH:10]/[CH2:11][CH2:12][CH2:13][CH2:14][CH2:15][CH2:16][CH2:17][CH3:18].[S:21]1[CH2:25][CH2:24][NH:23][C:22]1=[S:26].C1CCC(N=C=NC2CCCCC2)CC1.C(Cl)(Cl)(Cl)Cl.C(Cl)(Cl)Cl. (5) Given the product [CH3:1][S:2][C:3]1[CH:8]=[CH:7][CH:6]=[CH:5][C:4]=1[C:14]1[C:13]([NH2:12])=[CH:18][CH:17]=[CH:16][N:15]=1, predict the reactants needed to synthesize it. The reactants are: [CH3:1][S:2][C:3]1[CH:8]=[CH:7][CH:6]=[CH:5][C:4]=1B(O)O.[NH2:12][C:13]1[C:14](Br)=[N:15][CH:16]=[CH:17][CH:18]=1.O.P([O-])([O-])([O-])=O.[K+].[K+].[K+].C1(C)C=CC=CC=1.